This data is from Full USPTO retrosynthesis dataset with 1.9M reactions from patents (1976-2016). The task is: Predict the reactants needed to synthesize the given product. (1) Given the product [OH:25][C:5]1[C:4](=[O:19])[C:3]2[C:2](=[CH:23][C:22]([I:24])=[CH:21][CH:20]=2)[O:1][C:6]=1[C:7]1[CH:12]=[C:11]([O:13][CH3:14])[C:10]([O:15][CH3:16])=[C:9]([O:17][CH3:18])[CH:8]=1, predict the reactants needed to synthesize it. The reactants are: [OH:1][C:2]1[CH:23]=[C:22]([I:24])[CH:21]=[CH:20][C:3]=1[C:4](=[O:19])[CH:5]=[CH:6][C:7]1[CH:12]=[C:11]([O:13][CH3:14])[C:10]([O:15][CH3:16])=[C:9]([O:17][CH3:18])[CH:8]=1.[OH-:25].[Na+].OO. (2) Given the product [CH3:28][C:25]1[S:26][CH:27]=[C:23]([C:22]2[CH:17]=[C:18]([S:29]([N:1]3[CH:5]=[CH:4][C:3]([C:6]4[C:15]5[C:10](=[CH:11][CH:12]=[CH:13][CH:14]=5)[N:9]=[CH:8][CH:7]=4)=[N:2]3)(=[O:31])=[O:30])[CH:19]=[CH:20][CH:21]=2)[N:24]=1, predict the reactants needed to synthesize it. The reactants are: [NH:1]1[CH:5]=[CH:4][C:3]([C:6]2[C:15]3[C:10](=[CH:11][CH:12]=[CH:13][CH:14]=3)[N:9]=[CH:8][CH:7]=2)=[N:2]1.C[C:17]1[C:22]([C:23]2[N:24]=[C:25]([CH3:28])[S:26][CH:27]=2)=[CH:21][CH:20]=[CH:19][C:18]=1[S:29](Cl)(=[O:31])=[O:30]. (3) Given the product [CH:27]([N:30]1[CH:34]=[C:33]([C:2]2[CH:11]=[C:10]3[C:5]([CH2:6][CH:7]([CH3:26])[N:8]([C:12]4[CH:17]=[C:16]([N:18]5[CH2:19][CH2:20][N:21]([CH3:24])[CH2:22][CH2:23]5)[N:15]=[C:14]([NH2:25])[N:13]=4)[CH2:9]3)=[CH:4][CH:3]=2)[CH:32]=[N:31]1)([CH3:29])[CH3:28], predict the reactants needed to synthesize it. The reactants are: Br[C:2]1[CH:11]=[C:10]2[C:5]([CH2:6][CH:7]([CH3:26])[N:8]([C:12]3[CH:17]=[C:16]([N:18]4[CH2:23][CH2:22][N:21]([CH3:24])[CH2:20][CH2:19]4)[N:15]=[C:14]([NH2:25])[N:13]=3)[CH2:9]2)=[CH:4][CH:3]=1.[CH:27]([N:30]1[CH:34]=[C:33](B2OC(C)(C)C(C)(C)O2)[CH:32]=[N:31]1)([CH3:29])[CH3:28].C(=O)(O)[O-].[Na+].O1CCOCC1. (4) Given the product [CH3:37][O:36][C:29]1[CH:30]=[C:31]([O:34][CH3:35])[CH:32]=[CH:33][C:28]=1[CH2:27][NH:26][C:25]1[C:20]2[N:21]([C:17]([C@@H:13]3[CH2:14][CH2:15][CH2:16][NH:11][CH2:12]3)=[N:18][C:19]=2[C:38]2[CH:43]=[CH:42][C:41]([C:44]([NH2:45])=[O:46])=[CH:40][C:39]=2[F:47])[CH:22]=[CH:23][N:24]=1, predict the reactants needed to synthesize it. The reactants are: C(OC([N:11]1[CH2:16][CH2:15][CH2:14][C@@H:13]([C:17]2[N:21]3[CH:22]=[CH:23][N:24]=[C:25]([NH:26][CH2:27][C:28]4[CH:33]=[CH:32][C:31]([O:34][CH3:35])=[CH:30][C:29]=4[O:36][CH3:37])[C:20]3=[C:19]([C:38]3[CH:43]=[CH:42][C:41]([C:44](=[O:46])[NH2:45])=[CH:40][C:39]=3[F:47])[N:18]=2)[CH2:12]1)=O)C1C=CC=CC=1.C(OC)(C)(C)C. (5) Given the product [CH3:21][P:19]([C:16]1[CH:17]=[CH:18][C:13]([NH:12][C:4]2[N:3]=[C:2]([NH:31][N:32]3[CH2:39][CH:38]4[CH2:37][CH2:36][CH2:35][CH:34]4[CH2:33]3)[C:7]([C:8]([F:11])([F:10])[F:9])=[CH:6][N:5]=2)=[CH:14][CH:15]=1)([CH3:22])=[O:20], predict the reactants needed to synthesize it. The reactants are: Cl[C:2]1[C:7]([C:8]([F:11])([F:10])[F:9])=[CH:6][N:5]=[C:4]([NH:12][C:13]2[CH:18]=[CH:17][C:16]([P:19]([CH3:22])([CH3:21])=[O:20])=[CH:15][CH:14]=2)[N:3]=1.C(N(CC)CC)C.Cl.[NH2:31][N:32]1[CH2:39][CH:38]2[CH:34]([CH2:35][CH2:36][CH2:37]2)[CH2:33]1. (6) Given the product [F:23][C:24]1[CH:29]=[CH:28][C:27]([C:2]2[CH:7]=[CH:6][N:5]=[CH:4][C:3]=2[N:8]([CH2:16][C:17]2[CH:21]=[C:20]([CH3:22])[O:19][N:18]=2)[C:9](=[O:15])[O:10][C:11]([CH3:14])([CH3:13])[CH3:12])=[C:26]([O:33][CH3:34])[CH:25]=1, predict the reactants needed to synthesize it. The reactants are: I[C:2]1[CH:7]=[CH:6][N:5]=[CH:4][C:3]=1[N:8]([CH2:16][C:17]1[CH:21]=[C:20]([CH3:22])[O:19][N:18]=1)[C:9](=[O:15])[O:10][C:11]([CH3:14])([CH3:13])[CH3:12].[F:23][C:24]1[CH:29]=[CH:28][C:27](B(O)O)=[C:26]([O:33][CH3:34])[CH:25]=1. (7) Given the product [C:12]([N:10]1[CH2:11][C:12](=[O:14])[N:13]([C:9](=[O:15])[CH3:8])[CH:8]([CH2:1][C:2]2[CH:3]=[CH:4][CH:5]=[CH:6][CH:7]=2)[C:9]1=[O:15])(=[O:14])[CH3:11], predict the reactants needed to synthesize it. The reactants are: [CH2:1]([CH:8]1[NH:13][C:12](=[O:14])[CH2:11][NH:10][C:9]1=[O:15])[C:2]1[CH:7]=[CH:6][CH:5]=[CH:4][CH:3]=1.